Dataset: NCI-60 drug combinations with 297,098 pairs across 59 cell lines. Task: Regression. Given two drug SMILES strings and cell line genomic features, predict the synergy score measuring deviation from expected non-interaction effect. (1) Synergy scores: CSS=24.4, Synergy_ZIP=-4.71, Synergy_Bliss=-1.95, Synergy_Loewe=-2.17, Synergy_HSA=0.834. Drug 2: CCN(CC)CCCC(C)NC1=C2C=C(C=CC2=NC3=C1C=CC(=C3)Cl)OC. Cell line: PC-3. Drug 1: C1CN1C2=NC(=NC(=N2)N3CC3)N4CC4. (2) Synergy scores: CSS=25.1, Synergy_ZIP=-7.25, Synergy_Bliss=1.18, Synergy_Loewe=-1.91, Synergy_HSA=2.54. Cell line: UO-31. Drug 2: CCC1(C2=C(COC1=O)C(=O)N3CC4=CC5=C(C=CC(=C5CN(C)C)O)N=C4C3=C2)O.Cl. Drug 1: CCC1=C2CN3C(=CC4=C(C3=O)COC(=O)C4(CC)O)C2=NC5=C1C=C(C=C5)O. (3) Drug 1: C1CC(C1)(C(=O)O)C(=O)O.[NH2-].[NH2-].[Pt+2]. Drug 2: C1CC(=O)NC(=O)C1N2C(=O)C3=CC=CC=C3C2=O. Cell line: NCIH23. Synergy scores: CSS=28.5, Synergy_ZIP=-0.885, Synergy_Bliss=3.29, Synergy_Loewe=-3.72, Synergy_HSA=4.33. (4) Drug 1: C1=NC2=C(N1)C(=S)N=C(N2)N. Drug 2: C1=NC(=NC(=O)N1C2C(C(C(O2)CO)O)O)N. Cell line: MDA-MB-231. Synergy scores: CSS=14.6, Synergy_ZIP=-6.82, Synergy_Bliss=-0.327, Synergy_Loewe=-1.50, Synergy_HSA=-1.09. (5) Drug 1: CC1=C(C(=O)C2=C(C1=O)N3CC4C(C3(C2COC(=O)N)OC)N4)N. Drug 2: C(CN)CNCCSP(=O)(O)O. Cell line: RXF 393. Synergy scores: CSS=0.265, Synergy_ZIP=1.60, Synergy_Bliss=3.59, Synergy_Loewe=-1.53, Synergy_HSA=-2.36. (6) Drug 1: CC1=C(C(=O)C2=C(C1=O)N3CC4C(C3(C2COC(=O)N)OC)N4)N. Drug 2: C1C(C(OC1N2C=NC3=C2NC=NCC3O)CO)O. Cell line: NCI-H522. Synergy scores: CSS=-4.09, Synergy_ZIP=0.959, Synergy_Bliss=-1.02, Synergy_Loewe=-4.12, Synergy_HSA=-4.33.